This data is from Catalyst prediction with 721,799 reactions and 888 catalyst types from USPTO. The task is: Predict which catalyst facilitates the given reaction. (1) Product: [N:32]([C@H:6]([C:8]1[CH:9]=[C:10]2[C:15](=[CH:16][CH:17]=1)[N:14]=[CH:13][CH:12]=[CH:11]2)[CH2:5][CH:4]=[C:2]([I:1])[CH3:3])=[N+:33]=[N-:34]. The catalyst class is: 133. Reactant: [I:1][C:2](=[CH:4][CH2:5][C@H:6]([C:8]1[CH:9]=[C:10]2[C:15](=[CH:16][CH:17]=1)[N:14]=[CH:13][CH:12]=[CH:11]2)O)[CH3:3].C1(P([N:32]=[N+:33]=[N-:34])(C2C=CC=CC=2)=O)C=CC=CC=1.N12CCCN=C1CCCCC2. (2) Reactant: [Br:1][C:2]1[C:3]([F:20])=[C:4]([C:9]([CH3:19])=[C:10]([NH:12][CH:13]2[CH2:18][CH2:17][O:16][CH2:15][CH2:14]2)[CH:11]=1)[C:5]([O:7][CH3:8])=[O:6].[CH:21](=O)[CH3:22].C(O)(=O)C.C(O[BH-](OC(=O)C)OC(=O)C)(=O)C.[Na+].C([O-])(O)=O.[Na+]. Product: [Br:1][C:2]1[C:3]([F:20])=[C:4]([C:9]([CH3:19])=[C:10]([N:12]([CH2:21][CH3:22])[CH:13]2[CH2:14][CH2:15][O:16][CH2:17][CH2:18]2)[CH:11]=1)[C:5]([O:7][CH3:8])=[O:6]. The catalyst class is: 325. (3) Product: [CH:2]([NH:23][C:24]1[CH:25]=[C:26]2[C:30](=[CH:31][CH:32]=1)[NH:29][N:28]=[CH:27]2)([CH3:4])[CH3:1]. Reactant: [CH3:1][C:2]([CH3:4])=O.C(O[BH-](OC(=O)C)OC(=O)C)(=O)C.[Na+].C(O)(=O)C.[NH2:23][C:24]1[CH:25]=[C:26]2[C:30](=[CH:31][CH:32]=1)[NH:29][N:28]=[CH:27]2. The catalyst class is: 26. (4) Reactant: FC(F)(F)S([O:6][C:7]1[N:12]=[C:11]2[C:13]3[N:20]([CH3:21])[N:19]=[C:18]([C:22](=[O:27])[N:23]([O:25][CH3:26])[CH3:24])[C:14]=3[CH2:15][CH2:16][CH2:17][C:10]2=[CH:9][N:8]=1)(=O)=O.[Cl:30][C:31]1[CH:36]=[C:35]([Cl:37])[CH:34]=[CH:33][C:32]=1O. Product: [Cl:30][C:31]1[CH:36]=[C:35]([Cl:37])[CH:34]=[CH:33][C:32]=1[O:6][C:7]1[N:12]=[C:11]2[C:13]3[N:20]([CH3:21])[N:19]=[C:18]([C:22]([N:23]([O:25][CH3:26])[CH3:24])=[O:27])[C:14]=3[CH2:15][CH2:16][CH2:17][C:10]2=[CH:9][N:8]=1. The catalyst class is: 1. (5) Reactant: [CH:1]1([NH:6][C:7]2[N:12]=[C:11]([C:13]3[C:14]([CH2:24][CH:25]([CH3:27])[CH3:26])=[N:15][N:16]4[C:21]([S:22][CH3:23])=[CH:20][CH:19]=[CH:18][C:17]=34)[CH:10]=[CH:9][N:8]=2)[CH2:5][CH2:4][CH2:3][CH2:2]1.C(=O)(O)[O-:29].[Na+].ClC1C=CC=C(C(OO)=O)C=1. Product: [CH:1]1([NH:6][C:7]2[N:12]=[C:11]([C:13]3[C:14]([CH2:24][CH:25]([CH3:27])[CH3:26])=[N:15][N:16]4[C:21]([S:22]([CH3:23])=[O:29])=[CH:20][CH:19]=[CH:18][C:17]=34)[CH:10]=[CH:9][N:8]=2)[CH2:2][CH2:3][CH2:4][CH2:5]1. The catalyst class is: 4. (6) Reactant: [Br:1][C:2]1[O:6][C:5]([CH3:7])=[C:4]([C:8](OC)=[O:9])[CH:3]=1.[H-].[Al+3].[Li+].[H-].[H-].[H-].Cl.O. Product: [Br:1][C:2]1[O:6][C:5]([CH3:7])=[C:4]([CH2:8][OH:9])[CH:3]=1. The catalyst class is: 7.